Dataset: Full USPTO retrosynthesis dataset with 1.9M reactions from patents (1976-2016). Task: Predict the reactants needed to synthesize the given product. The reactants are: [CH3:1][C:2]1[CH:7]=[CH:6][C:5]([CH3:8])=[CH:4][C:3]=1[C:9]1[N:10]=[C:11]([N:29]2[CH2:34][CH2:33][NH:32][CH2:31][C@H:30]2[CH3:35])[C:12]2[CH2:18][N:17]([C:19]3[CH:24]=[C:23]([CH:25]([CH3:27])[CH3:26])[CH:22]=[CH:21][C:20]=3[CH3:28])[CH2:16][CH2:15][C:13]=2[N:14]=1.Br[CH2:37][C:38]([NH2:40])=[O:39].CCN(C(C)C)C(C)C. Given the product [CH3:1][C:2]1[CH:7]=[CH:6][C:5]([CH3:8])=[CH:4][C:3]=1[C:9]1[N:10]=[C:11]([N:29]2[CH2:34][CH2:33][N:32]([CH2:37][C:38]([NH2:40])=[O:39])[CH2:31][C@H:30]2[CH3:35])[C:12]2[CH2:18][N:17]([C:19]3[CH:24]=[C:23]([CH:25]([CH3:27])[CH3:26])[CH:22]=[CH:21][C:20]=3[CH3:28])[CH2:16][CH2:15][C:13]=2[N:14]=1, predict the reactants needed to synthesize it.